This data is from Catalyst prediction with 721,799 reactions and 888 catalyst types from USPTO. The task is: Predict which catalyst facilitates the given reaction. Reactant: [H-].[Na+].[P:3]([O-:10])([O:7][CH2:8][CH3:9])[O:4][CH2:5][CH3:6].[H][H].[C:13](=[S:15])=[S:14].[CH2:16](Cl)[C:17]1[CH:22]=[CH:21][CH:20]=[CH:19][CH:18]=1. Product: [CH2:5]([O:4][P:3]([C:13]([S:15][CH2:16][C:17]1[CH:22]=[CH:21][CH:20]=[CH:19][CH:18]=1)=[S:14])([O:7][CH2:8][CH3:9])=[O:10])[CH3:6]. The catalyst class is: 305.